The task is: Regression/Classification. Given a drug SMILES string, predict its absorption, distribution, metabolism, or excretion properties. Task type varies by dataset: regression for continuous measurements (e.g., permeability, clearance, half-life) or binary classification for categorical outcomes (e.g., BBB penetration, CYP inhibition). Dataset: cyp2c19_veith.. This data is from CYP2C19 inhibition data for predicting drug metabolism from PubChem BioAssay. (1) The molecule is CC1(C)CCCN(C(=O)N2c3ccccc3Sc3ccccc32)C1. The result is 1 (inhibitor). (2) The drug is Nc1ncnc2nc(-c3ccc(C[P+](c4ccccc4)(c4ccccc4)c4ccccc4)cc3)[nH]c12. The result is 0 (non-inhibitor). (3) The drug is O=C(O)c1cc2c(cc1S(=O)(=O)O)[C@H]1[C@@H]([C@H]3[C@H]2[C@@]2(Cl)C(Cl)=C(Cl)[C@]3(Cl)C2(Cl)Cl)[C@]2(Cl)C(Cl)=C(Cl)[C@@]1(Cl)C2(Cl)Cl. The result is 0 (non-inhibitor).